From a dataset of Full USPTO retrosynthesis dataset with 1.9M reactions from patents (1976-2016). Predict the reactants needed to synthesize the given product. (1) Given the product [CH2:22]([O:24][C:25]1[C:26]([F:41])=[C:13]2[C:28]([C:7]3[CH2:6][CH2:5][CH:4]([CH2:1][CH2:2][CH3:3])[CH2:9][C:8]=3[C:10](=[O:11])[O:12]2)=[CH:29][CH:30]=1)[CH3:23], predict the reactants needed to synthesize it. The reactants are: [CH2:1]([CH:4]1[CH2:9][C:8]([C:10]([O:12][CH3:13])=[O:11])=[C:7](OS(C(F)(F)F)(=O)=O)[CH2:6][CH2:5]1)[CH2:2][CH3:3].[CH2:22]([O:24][C:25]1[CH:30]=[CH:29][C:28](B(O)O)=C(OCOCCOC)[C:26]=1[F:41])[CH3:23].B([O-])=O.[Na+].[OH-].[NH3+]N. (2) Given the product [C:39]([C:38]1[C:33]([C:11]2[CH2:10][CH2:9][N:8]([C:6]([O:5][C:1]([CH3:4])([CH3:3])[CH3:2])=[O:7])[CH2:13][CH:12]=2)=[N:34][CH:35]=[CH:36][CH:37]=1)#[N:40], predict the reactants needed to synthesize it. The reactants are: [C:1]([O:5][C:6]([N:8]1[CH2:13][CH:12]=[C:11](OS(C(F)(F)F)(=O)=O)[CH2:10][CH2:9]1)=[O:7])([CH3:4])([CH3:3])[CH3:2].[Cl-].[Li+].C[Sn](C)C.C[Sn](C)C.Cl[C:33]1[C:38]([C:39]#[N:40])=[CH:37][CH:36]=[CH:35][N:34]=1.